From a dataset of Forward reaction prediction with 1.9M reactions from USPTO patents (1976-2016). Predict the product of the given reaction. (1) Given the reactants [Cl:1][C:2]1[CH:18]=[CH:17][C:5]2[C:6](=O)/[C:7](=[CH:12]/N(C)C)/[CH2:8][C:9](=[O:11])[NH:10][C:4]=2[CH:3]=1.[CH3:19][C:20]1[C:25]([NH:26][C:27]([NH2:29])=[NH:28])=[CH:24][CH:23]=[C:22]([NH:30][CH:31]2[CH2:36][CH2:35][N:34]([CH3:37])[CH2:33][CH2:32]2)[N:21]=1.C(=O)([O-])[O-].[K+].[K+].O, predict the reaction product. The product is: [Cl:1][C:2]1[CH:18]=[CH:17][C:5]2[C:6]3[N:29]=[C:27]([NH:26][C:25]4[C:20]([CH3:19])=[N:21][C:22]([NH:30][CH:31]5[CH2:36][CH2:35][N:34]([CH3:37])[CH2:33][CH2:32]5)=[CH:23][CH:24]=4)[N:28]=[CH:12][C:7]=3[CH2:8][C:9](=[O:11])[NH:10][C:4]=2[CH:3]=1. (2) Given the reactants [CH2:1]([O:8][N:9]1[C:15](=[O:16])[N:14]2[CH2:17][C@H:10]1[CH2:11][CH2:12][C@H:13]2[C:18]([OH:20])=O)[C:2]1[CH:7]=[CH:6][CH:5]=[CH:4][CH:3]=1.[NH2:21][O:22][CH2:23][CH2:24][NH:25][S:26]([NH:29][C:30](=[O:36])[O:31][C:32]([CH3:35])([CH3:34])[CH3:33])(=[O:28])=[O:27].ON1C2C=CC=CC=2N=N1.Cl.C(N=C=NCCCN(C)C)C, predict the reaction product. The product is: [CH2:1]([O:8][N:9]1[C:15](=[O:16])[N:14]2[CH2:17][C@H:10]1[CH2:11][CH2:12][C@H:13]2[C:18]([NH:21][O:22][CH2:23][CH2:24][NH:25][S:26]([NH:29][C:30](=[O:36])[O:31][C:32]([CH3:34])([CH3:33])[CH3:35])(=[O:28])=[O:27])=[O:20])[C:2]1[CH:3]=[CH:4][CH:5]=[CH:6][CH:7]=1. (3) Given the reactants [CH3:1][NH:2][CH3:3].[CH:4](=O)[C:5]1[CH:10]=[CH:9][CH:8]=[CH:7][CH:6]=1.C([Cl:15])(=O)C, predict the reaction product. The product is: [Cl-:15].[CH:4](=[N+:2]([CH3:3])[CH3:1])[C:5]1[CH:10]=[CH:9][CH:8]=[CH:7][CH:6]=1. (4) The product is: [CH3:25][C:2]1([CH3:1])[S:6][C@@H:5]2[C@H:7]([NH:10][C:11]([CH2:13][O:54][C:39]3[CH:40]=[CH:41][CH:42]=[CH:43][CH:44]=3)=[O:12])[C:8](=[O:9])[N:4]2[C@H:3]1[C:22]([OH:24])=[O:23]. Given the reactants [CH3:1][C:2]1([CH3:25])[S:6][C@@H:5]2[C@H:7]([NH:10][C:11]([C@H:13](N=C)C3C=CC=CC=3)=[O:12])[C:8](=[O:9])[N:4]2[C@H:3]1[C:22]([OH:24])=[O:23].CC1(C)S[C@@H]2[C@H](NC(C[C:39]3[CH:40]=[CH:41][CH:42]=[CH:43][CH:44]=3)=O)C(=O)N2[C@H]1C(O)=O.CC1[O:54]N=C(C2C(F)=CC=CC=2Cl)C=1C(N[C@@H]1C(=O)N2[C@@H](C(O)=O)C(C)(C)S[C@H]12)=O.CC1ON=C(C2C(Cl)=CC=CC=2Cl)C=1C(N[C@@H]1C(=O)N2[C@@H](C(O)=O)C(C)(C)S[C@H]12)=O.CC1(C)S[C@@H]2[C@H](NC(C3C(OC)=CC=CC=3OC)=O)C(=O)N2[C@H]1C(O)=O.CC1(C)S[C@@H]2[C@H](NC([C@H](NC(N3C(=O)NCC3)=O)C3C=CC=CC=3)=O)C(=O)N2[C@H]1C(O)=O.CC1(C)S[C@@H]2[C@H](NC(C(C(O)=O)C3C=CC=CC=3)=O)C(=O)N2[C@H]1C(O)=O.CC1ON=C(C2C=CC=CC=2Cl)C=1C(N[C@@H]1C(=O)N2[C@@H](C(O)=O)C(C)(C)S[C@H]12)=O.CC1(C)S[C@@H]2[C@H](NC([C@H](C(O)=O)C3C=CSC=3)=O)C(=O)N2[C@H]1C(O)=O.CC1(C)S[C@@H]2[C@H](NC([C@H](NC(N3C(=O)N(S(C)(=O)=O)CC3)=O)C3C=CC=CC=3)=O)C(=O)N2[C@H]1C(O)=O.CCOC1C=CC2C=CC=CC=2C=1C(N[C@@H]1C(=O)N2[C@@H](C(O)=O)C(C)(C)S[C@H]12)=O.CC1ON=C(C2C=CC=CC=2)C=1C(N[C@@H]1C(=O)N2[C@@H](C(O)=O)C(C)(C)S[C@H]12)=O.CCN1C(=O)C(=O)N(C(N[C@@H](C(N[C@@H]2C(=O)N3[C@@H](C(O)=O)C(C)(C)S[C@H]23)=O)C2C=CC=CC=2)=O)CC1.CC1(C)S[C@@H]2[C@](OC)(NC(C(C(O)=O)C3C=CSC=3)=O)C(=O)N2[C@H]1C(O)=O, predict the reaction product. (5) Given the reactants [CH2:1]([O:8][CH2:9][CH2:10][CH2:11][O:12][C:13]1[CH:14]=[N:15][C:16]([CH:19]2[CH2:24][CH2:23][N:22](C(OC(C)(C)C)=O)[CH2:21][CH:20]2[O:32][CH2:33][C:34]2[CH:43]=[CH:42][C:41]3[C:36](=[CH:37][CH:38]=[CH:39][CH:40]=3)[CH:35]=2)=[N:17][CH:18]=1)[C:2]1[CH:7]=[CH:6][CH:5]=[CH:4][CH:3]=1.[F:44][C:45]([F:50])([F:49])[C:46]([OH:48])=[O:47], predict the reaction product. The product is: [F:44][C:45]([F:50])([F:49])[C:46]([OH:48])=[O:47].[CH2:1]([O:8][CH2:9][CH2:10][CH2:11][O:12][C:13]1[CH:14]=[N:15][C:16]([CH:19]2[CH2:24][CH2:23][NH:22][CH2:21][CH:20]2[O:32][CH2:33][C:34]2[CH:43]=[CH:42][C:41]3[C:36](=[CH:37][CH:38]=[CH:39][CH:40]=3)[CH:35]=2)=[N:17][CH:18]=1)[C:2]1[CH:7]=[CH:6][CH:5]=[CH:4][CH:3]=1. (6) Given the reactants [C:1]([O:5][C:6](=[O:54])[N:7]([C:23]1[CH:28]=[C:27]([N:29]([CH3:53])[C:30]([N:32]([C:41]2[C:46]([Cl:47])=[C:45]([O:48][CH3:49])[CH:44]=[C:43]([O:50][CH3:51])[C:42]=2[Cl:52])[CH2:33][O:34][CH2:35][CH2:36][Si:37]([CH3:40])([CH3:39])[CH3:38])=[O:31])[N:26]=[CH:25][N:24]=1)[C:8]1[CH:13]=[CH:12][C:11]([N:14]2[CH2:19][CH2:18][O:17][CH2:16][CH2:15]2)=[CH:10][C:9]=1[N+:20]([O-])=O)([CH3:4])([CH3:3])[CH3:2], predict the reaction product. The product is: [C:1]([O:5][C:6](=[O:54])[N:7]([C:8]1[CH:13]=[CH:12][C:11]([N:14]2[CH2:15][CH2:16][O:17][CH2:18][CH2:19]2)=[CH:10][C:9]=1[NH2:20])[C:23]1[CH:28]=[C:27]([N:29]([CH3:53])[C:30]([N:32]([C:41]2[C:42]([Cl:52])=[C:43]([O:50][CH3:51])[CH:44]=[C:45]([O:48][CH3:49])[C:46]=2[Cl:47])[CH2:33][O:34][CH2:35][CH2:36][Si:37]([CH3:38])([CH3:39])[CH3:40])=[O:31])[N:26]=[CH:25][N:24]=1)([CH3:4])([CH3:2])[CH3:3]. (7) The product is: [C:1]([NH:4][C@H:5]1[C@H:10]([C@H:11]([OH:16])[C@H:12]([OH:15])[CH2:13][OH:14])[O:9][C@:8]([OH:20])([C:17]([O:19][CH3:22])=[O:18])[CH2:7][C@@H:6]1[OH:21])(=[O:3])[CH3:2]. Given the reactants [C:1]([NH:4][C@H:5]1[C@H:10]([C@H:11]([OH:16])[C@H:12]([OH:15])[CH2:13][OH:14])[O:9][C@:8]([OH:20])([C:17]([OH:19])=[O:18])[CH2:7][C@@H:6]1[OH:21])(=[O:3])[CH3:2].[CH3:22]O, predict the reaction product.